Dataset: Forward reaction prediction with 1.9M reactions from USPTO patents (1976-2016). Task: Predict the product of the given reaction. Given the reactants [N:1]1([C:6]([O:8][C:9]([CH3:12])([CH3:11])[CH3:10])=[O:7])[CH2:5][CH2:4][CH2:3][CH2:2]1.C1C[C@H]2N(C[C@H]3[C@@H]4CCCCN4C[C@@H]2C3)CC1.[Li]C(CC)C.Br[C:36]1[CH:41]=[C:40]([F:42])[CH:39]=[CH:38][C:37]=1[F:43].[NH4+].[OH-], predict the reaction product. The product is: [F:42][C:40]1[CH:41]=[CH:36][C:37]([F:43])=[CH:38][C:39]=1[C@H:2]1[CH2:3][CH2:4][CH2:5][N:1]1[C:6]([O:8][C:9]([CH3:12])([CH3:11])[CH3:10])=[O:7].